From a dataset of Full USPTO retrosynthesis dataset with 1.9M reactions from patents (1976-2016). Predict the reactants needed to synthesize the given product. Given the product [F:1][C:2]1[CH:7]=[CH:6][CH:5]=[CH:4][C:3]=1[N:8]1[C:12]([C:13]2[N:14]=[CH:15][N:16]([C:18]3[CH:26]=[CH:25][C:21]([C:22]([NH2:30])=[O:24])=[CH:20][N:19]=3)[CH:17]=2)=[C:11]([CH3:27])[N:10]=[N:9]1, predict the reactants needed to synthesize it. The reactants are: [F:1][C:2]1[CH:7]=[CH:6][CH:5]=[CH:4][C:3]=1[N:8]1[C:12]([C:13]2[N:14]=[CH:15][N:16]([C:18]3[CH:26]=[CH:25][C:21]([C:22]([OH:24])=O)=[CH:20][N:19]=3)[CH:17]=2)=[C:11]([CH3:27])[N:10]=[N:9]1.C1N=C[N:30](C(N2C=NC=C2)=O)C=1.[OH-].[NH4+].